Dataset: Full USPTO retrosynthesis dataset with 1.9M reactions from patents (1976-2016). Task: Predict the reactants needed to synthesize the given product. (1) Given the product [CH2:44]([NH:43][C:41]([NH:40][C:28]1[N:27]=[CH:26][C:25]([C:21]2[CH:22]=[N:23][CH:24]=[C:19]([C:16]3[O:15][C:14]([C:11]([OH:10])([CH3:13])[CH3:12])=[N:18][N:17]=3)[CH:20]=2)=[C:30]([C:31]2[S:32][CH:33]=[C:34]([C:36]([F:37])([F:39])[F:38])[N:35]=2)[CH:29]=1)=[O:42])[CH3:45], predict the reactants needed to synthesize it. The reactants are: C(=O)([O-])[O-].[K+].[K+].C([O:10][C:11]([C:14]1[O:15][C:16]([C:19]2[CH:20]=[C:21]([C:25]3[CH:26]=[N:27][C:28]([NH:40][C:41]([NH:43][CH2:44][CH3:45])=[O:42])=[CH:29][C:30]=3[C:31]3[S:32][CH:33]=[C:34]([C:36]([F:39])([F:38])[F:37])[N:35]=3)[CH:22]=[N:23][CH:24]=2)=[N:17][N:18]=1)([CH3:13])[CH3:12])(=O)C. (2) Given the product [N:20]1([CH2:25][CH2:26][O:27][C:28]2[CH:29]=[CH:30][C:31]([NH:34][CH2:1][C:3]3[CH:8]=[CH:7][C:6]([O:9][S:10]([C:13]4[CH:18]=[CH:17][C:16]([CH3:19])=[CH:15][CH:14]=4)(=[O:12])=[O:11])=[CH:5][CH:4]=3)=[CH:32][CH:33]=2)[CH2:24][CH2:23][CH2:22][CH2:21]1, predict the reactants needed to synthesize it. The reactants are: [CH:1]([C:3]1[CH:8]=[CH:7][C:6]([O:9][S:10]([C:13]2[CH:18]=[CH:17][C:16]([CH3:19])=[CH:15][CH:14]=2)(=[O:12])=[O:11])=[CH:5][CH:4]=1)=O.[N:20]1([CH2:25][CH2:26][O:27][C:28]2[CH:33]=[CH:32][C:31]([NH2:34])=[CH:30][CH:29]=2)[CH2:24][CH2:23][CH2:22][CH2:21]1.[BH4-].[Na+]. (3) Given the product [OH:3][C:4]1[CH:11]=[CH:10][C:7]([C:15]2[CH:20]=[CH:19][C:18](/[CH:21]=[CH:22]/[C:23]3[N:24]([CH2:36][C:37]4[CH:38]=[CH:39][C:40]([O:43][C:44]([F:46])([F:47])[F:45])=[CH:41][CH:42]=4)[CH:25]=[C:26]([C:28]4[CH:33]=[CH:32][C:31]([Cl:34])=[CH:30][C:29]=4[Cl:35])[N:27]=3)=[CH:17][CH:16]=2)=[CH:6][CH:5]=1, predict the reactants needed to synthesize it. The reactants are: FC(F)(F)[O:3][C:4]1[CH:11]=[CH:10][C:7](CBr)=[CH:6][CH:5]=1.Br[C:15]1[CH:20]=[CH:19][C:18](/[CH:21]=[CH:22]/[C:23]2[N:24]([CH2:36][C:37]3[CH:42]=[CH:41][C:40]([O:43][C:44]([F:47])([F:46])[F:45])=[CH:39][CH:38]=3)[CH:25]=[C:26]([C:28]3[CH:33]=[CH:32][C:31]([Cl:34])=[CH:30][C:29]=3[Cl:35])[N:27]=2)=[CH:17][CH:16]=1.OC1C=CC(B(O)O)=CC=1. (4) Given the product [F:13][C:14]1[C:19]([F:20])=[C:18]([O:21][CH2:22][CH3:23])[CH:17]=[C:16]([CH3:24])[C:15]=1[CH:25]=[CH:26][CH:27]1[CH2:32][CH2:31][CH:30]([CH2:33][CH2:34][CH2:35][CH2:36][CH3:37])[CH2:29][CH2:28]1, predict the reactants needed to synthesize it. The reactants are: O.C1(C)C=CC(S(O)(=O)=O)=CC=1.[F:13][C:14]1[C:19]([F:20])=[C:18]([O:21][CH2:22][CH3:23])[CH:17]=[C:16]([CH3:24])[C:15]=1[CH:25](O)[CH2:26][CH:27]1[CH2:32][CH2:31][CH:30]([CH2:33][CH2:34][CH2:35][CH2:36][CH3:37])[CH2:29][CH2:28]1.O. (5) Given the product [Br:1][C:2]1[CH:3]=[C:4]([N:10]([CH2:26][C:27]2[CH:32]=[CH:31][C:30]([O:33][CH3:34])=[CH:29][CH:28]=2)[C:11](=[O:14])[O:12][CH3:13])[CH:5]=[C:6]([Br:9])[C:7]=1[F:8], predict the reactants needed to synthesize it. The reactants are: [Br:1][C:2]1[CH:3]=[C:4]([NH:10][C:11](=[O:14])[O:12][CH3:13])[CH:5]=[C:6]([Br:9])[C:7]=1[F:8].C[Si]([N-][Si](C)(C)C)(C)C.[Na+].Cl[CH2:26][C:27]1[CH:32]=[CH:31][C:30]([O:33][CH3:34])=[CH:29][CH:28]=1. (6) Given the product [CH:33]([NH:36][C:37]([N:1]1[C:9]2[C:4](=[CH:5][C:6]([C:10]3[C:11]([C:28]([O:30][CH2:31][CH3:32])=[O:29])=[C:12]4[C:21]5[C:16](=[CH:17][C:18]([O:24][CH3:25])=[C:19]([O:22][CH3:23])[CH:20]=5)[CH2:15][CH2:14][N:13]4[C:26]=3[CH3:27])=[CH:7][CH:8]=2)[CH2:3][CH2:2]1)=[O:38])([CH3:35])[CH3:34], predict the reactants needed to synthesize it. The reactants are: [NH:1]1[C:9]2[C:4](=[CH:5][C:6]([C:10]3[C:11]([C:28]([O:30][CH2:31][CH3:32])=[O:29])=[C:12]4[C:21]5[C:16](=[CH:17][C:18]([O:24][CH3:25])=[C:19]([O:22][CH3:23])[CH:20]=5)[CH2:15][CH2:14][N:13]4[C:26]=3[CH3:27])=[CH:7][CH:8]=2)[CH2:3][CH2:2]1.[CH:33]([N:36]=[C:37]=[O:38])([CH3:35])[CH3:34].